This data is from Forward reaction prediction with 1.9M reactions from USPTO patents (1976-2016). The task is: Predict the product of the given reaction. (1) Given the reactants Br[CH2:2][C:3]1[CH:16]=[CH:15][C:6]([C:7]([C:9]2[CH:14]=[CH:13][CH:12]=[CH:11][CH:10]=2)=[O:8])=[CH:5][CH:4]=1.C(=O)([O-])[O-:18].[Ca+2], predict the reaction product. The product is: [OH:18][CH2:2][C:3]1[CH:16]=[CH:15][C:6]([C:7]([C:9]2[CH:14]=[CH:13][CH:12]=[CH:11][CH:10]=2)=[O:8])=[CH:5][CH:4]=1. (2) The product is: [CH2:1]([O:8][C:18]1[CH:19]=[N:20][CH:21]=[C:16]([Cl:15])[N:17]=1)[C:2]1[CH:7]=[CH:6][CH:5]=[CH:4][CH:3]=1. Given the reactants [CH2:1]([OH:8])[C:2]1[CH:7]=[CH:6][CH:5]=[CH:4][CH:3]=1.CC(C)([O-])C.[K+].[Cl:15][C:16]1[CH:21]=[N:20][CH:19]=[C:18](Cl)[N:17]=1, predict the reaction product.